This data is from NCI-60 drug combinations with 297,098 pairs across 59 cell lines. The task is: Regression. Given two drug SMILES strings and cell line genomic features, predict the synergy score measuring deviation from expected non-interaction effect. (1) Drug 1: CC1=C(C=C(C=C1)NC2=NC=CC(=N2)N(C)C3=CC4=NN(C(=C4C=C3)C)C)S(=O)(=O)N.Cl. Drug 2: COCCOC1=C(C=C2C(=C1)C(=NC=N2)NC3=CC=CC(=C3)C#C)OCCOC.Cl. Cell line: NCI/ADR-RES. Synergy scores: CSS=5.21, Synergy_ZIP=-1.05, Synergy_Bliss=5.36, Synergy_Loewe=3.18, Synergy_HSA=4.12. (2) Cell line: HT29. Drug 2: COC1=C2C(=CC3=C1OC=C3)C=CC(=O)O2. Synergy scores: CSS=33.6, Synergy_ZIP=-10.5, Synergy_Bliss=-2.14, Synergy_Loewe=-15.1, Synergy_HSA=-0.801. Drug 1: C1=NC2=C(N1)C(=S)N=CN2.